From a dataset of Forward reaction prediction with 1.9M reactions from USPTO patents (1976-2016). Predict the product of the given reaction. (1) Given the reactants Br[CH2:2][C:3]1[CH:11]=[CH:10][C:6]([C:7]([OH:9])=[O:8])=[CH:5][C:4]=1[N+:12]([O-:14])=[O:13].C([O-])(O)=[O:16].[Na+].C(Cl)(Cl)Cl.CO.CCOC(C)=O, predict the reaction product. The product is: [OH:16][CH2:2][C:3]1[CH:11]=[CH:10][C:6]([C:7]([OH:9])=[O:8])=[CH:5][C:4]=1[N+:12]([O-:14])=[O:13]. (2) Given the reactants Br[C:2]1[CH:7]=[C:6]([O:8][CH3:9])[CH:5]=[C:4]([Br:10])[CH:3]=1.[S-:11][CH2:12][CH3:13].[Na+].CN(C)C=O, predict the reaction product. The product is: [Br:10][C:4]1[CH:5]=[C:6]([O:8][CH3:9])[CH:7]=[C:2]([S:11][CH2:12][CH3:13])[CH:3]=1.